This data is from Reaction yield outcomes from USPTO patents with 853,638 reactions. The task is: Predict the reaction yield, written as a fraction of the theoretical maximum amount of product (1.0 means a 100% yield; for example, 0.34 means a 34% yield). The reactants are [Br:1][C:2]1[CH:7]=[CH:6][C:5](I)=[CH:4][CH:3]=1.C(=O)([O-])[O-].[K+].[K+]. No catalyst specified. The product is [Br:1][C:2]1[CH:7]=[CH:6][C:5]([C:5]2[CH:6]=[CH:7][C:2]([Br:1])=[CH:3][CH:4]=2)=[CH:4][CH:3]=1. The yield is 0.0681.